From a dataset of NCI-60 drug combinations with 297,098 pairs across 59 cell lines. Regression. Given two drug SMILES strings and cell line genomic features, predict the synergy score measuring deviation from expected non-interaction effect. (1) Drug 1: CN(CC1=CN=C2C(=N1)C(=NC(=N2)N)N)C3=CC=C(C=C3)C(=O)NC(CCC(=O)O)C(=O)O. Drug 2: CC1C(C(CC(O1)OC2CC(CC3=C2C(=C4C(=C3O)C(=O)C5=C(C4=O)C(=CC=C5)OC)O)(C(=O)CO)O)N)O.Cl. Cell line: HCT116. Synergy scores: CSS=54.9, Synergy_ZIP=-14.7, Synergy_Bliss=-30.8, Synergy_Loewe=16.7, Synergy_HSA=-24.2. (2) Drug 1: C1CC(C1)(C(=O)O)C(=O)O.[NH2-].[NH2-].[Pt+2]. Drug 2: CC1CCC2CC(C(=CC=CC=CC(CC(C(=O)C(C(C(=CC(C(=O)CC(OC(=O)C3CCCCN3C(=O)C(=O)C1(O2)O)C(C)CC4CCC(C(C4)OC)OCCO)C)C)O)OC)C)C)C)OC. Cell line: T-47D. Synergy scores: CSS=15.6, Synergy_ZIP=-8.37, Synergy_Bliss=-8.61, Synergy_Loewe=-9.11, Synergy_HSA=-4.24. (3) Drug 1: C1=NC2=C(N=C(N=C2N1C3C(C(C(O3)CO)O)O)F)N. Drug 2: B(C(CC(C)C)NC(=O)C(CC1=CC=CC=C1)NC(=O)C2=NC=CN=C2)(O)O. Cell line: HCT116. Synergy scores: CSS=76.6, Synergy_ZIP=-2.52, Synergy_Bliss=-3.99, Synergy_Loewe=-31.6, Synergy_HSA=-2.68. (4) Drug 1: C1CC(C1)(C(=O)O)C(=O)O.[NH2-].[NH2-].[Pt+2]. Drug 2: CN(CCCl)CCCl.Cl. Cell line: MOLT-4. Synergy scores: CSS=70.4, Synergy_ZIP=-0.799, Synergy_Bliss=-0.701, Synergy_Loewe=-3.90, Synergy_HSA=0.205. (5) Drug 1: C1=NC2=C(N1)C(=S)N=CN2. Drug 2: B(C(CC(C)C)NC(=O)C(CC1=CC=CC=C1)NC(=O)C2=NC=CN=C2)(O)O. Cell line: CAKI-1. Synergy scores: CSS=53.3, Synergy_ZIP=-3.77, Synergy_Bliss=-3.88, Synergy_Loewe=-4.10, Synergy_HSA=-1.78. (6) Drug 1: CNC(=O)C1=CC=CC=C1SC2=CC3=C(C=C2)C(=NN3)C=CC4=CC=CC=N4. Drug 2: C1CCN(CC1)CCOC2=CC=C(C=C2)C(=O)C3=C(SC4=C3C=CC(=C4)O)C5=CC=C(C=C5)O. Cell line: NCI/ADR-RES. Synergy scores: CSS=3.62, Synergy_ZIP=4.01, Synergy_Bliss=4.10, Synergy_Loewe=4.09, Synergy_HSA=2.46. (7) Drug 1: CN1C2=C(C=C(C=C2)N(CCCl)CCCl)N=C1CCCC(=O)O.Cl. Drug 2: COC1=C2C(=CC3=C1OC=C3)C=CC(=O)O2. Cell line: HS 578T. Synergy scores: CSS=-6.47, Synergy_ZIP=1.68, Synergy_Bliss=-4.62, Synergy_Loewe=-6.99, Synergy_HSA=-7.43. (8) Drug 1: C1C(C(OC1N2C=NC3=C(N=C(N=C32)Cl)N)CO)O. Drug 2: C1=NC(=NC(=O)N1C2C(C(C(O2)CO)O)O)N. Cell line: NCIH23. Synergy scores: CSS=56.9, Synergy_ZIP=0.379, Synergy_Bliss=5.93, Synergy_Loewe=2.41, Synergy_HSA=2.69. (9) Drug 1: C1=NC(=NC(=O)N1C2C(C(C(O2)CO)O)O)N. Drug 2: CNC(=O)C1=NC=CC(=C1)OC2=CC=C(C=C2)NC(=O)NC3=CC(=C(C=C3)Cl)C(F)(F)F. Cell line: HCT116. Synergy scores: CSS=47.5, Synergy_ZIP=0.543, Synergy_Bliss=2.42, Synergy_Loewe=-38.1, Synergy_HSA=1.09. (10) Drug 1: CCC(=C(C1=CC=CC=C1)C2=CC=C(C=C2)OCCN(C)C)C3=CC=CC=C3.C(C(=O)O)C(CC(=O)O)(C(=O)O)O. Drug 2: C1=NC(=NC(=O)N1C2C(C(C(O2)CO)O)O)N. Cell line: RPMI-8226. Synergy scores: CSS=59.3, Synergy_ZIP=2.72, Synergy_Bliss=3.46, Synergy_Loewe=-30.5, Synergy_HSA=0.243.